From a dataset of Full USPTO retrosynthesis dataset with 1.9M reactions from patents (1976-2016). Predict the reactants needed to synthesize the given product. (1) Given the product [CH2:19]([O:21][C:22]1[C:23]([C:37](=[O:39])[CH3:38])=[CH:24][C:25]2[CH:26]=[CH:27][CH2:28][C:29]([CH3:32])([CH3:33])[C:30]=2[CH:31]=1)[CH3:20], predict the reactants needed to synthesize it. The reactants are: C([Sn](CCCC)(CCCC)C(OCC)=C)CCC.[CH2:19]([O:21][C:22]1[C:23]([C:37](=[O:39])[CH3:38])=[CH:24][C:25]2[C:26](C(C)C)=[CH:27][CH2:28][C:29]([CH3:33])([CH3:32])[C:30]=2[CH:31]=1)[CH3:20]. (2) Given the product [NH2:1][C:4]1[CH:5]=[C:6]([C:25]2[CH:26]=[CH:27][CH:28]=[CH:29][CH:30]=2)[CH:7]=[CH:8][C:9]=1[C:10]1[CH:15]=[CH:14][C:13]([C:16]2[CH:21]=[CH:20][CH:19]=[CH:18][CH:17]=2)=[CH:12][C:11]=1[NH2:22], predict the reactants needed to synthesize it. The reactants are: [N+:1]([C:4]1[CH:5]=[C:6]([C:25]2[CH:30]=[CH:29][CH:28]=[CH:27][CH:26]=2)[CH:7]=[CH:8][C:9]=1[C:10]1[CH:15]=[CH:14][C:13]([C:16]2[CH:21]=[CH:20][CH:19]=[CH:18][CH:17]=2)=[CH:12][C:11]=1[N+:22]([O-])=O)([O-])=O.[BH4-].[Na+].Cl. (3) Given the product [C:1]([O:5][C:6](=[O:24])[NH:7][C:8]1[CH:13]=[C:12]([N:14]([CH:16]([CH3:17])[CH3:18])[CH3:15])[C:11]([C:19]([F:22])([F:21])[F:20])=[CH:10][C:9]=1[NH:23][C:30](=[O:29])[CH2:31][C:32]([C:34]1[CH:39]=[CH:38][CH:37]=[C:36]([C:40]2[O:44][N:43]=[C:42]([CH3:45])[CH:41]=2)[CH:35]=1)=[O:33])([CH3:3])([CH3:4])[CH3:2], predict the reactants needed to synthesize it. The reactants are: [C:1]([O:5][C:6](=[O:24])[NH:7][C:8]1[CH:13]=[C:12]([N:14]([CH:16]([CH3:18])[CH3:17])[CH3:15])[C:11]([C:19]([F:22])([F:21])[F:20])=[CH:10][C:9]=1[NH2:23])([CH3:4])([CH3:3])[CH3:2].C([O:29][C:30](=O)[CH2:31][C:32]([C:34]1[CH:39]=[CH:38][CH:37]=[C:36]([C:40]2[O:44][N:43]=[C:42]([CH3:45])[CH:41]=2)[CH:35]=1)=[O:33])(C)(C)C. (4) Given the product [NH2:30][C:15]1[CH:16]=[C:17]([NH:20][C:21](=[O:29])[C:22]2[CH:23]=[CH:24][C:25]([Br:28])=[CH:26][CH:27]=2)[CH:18]=[CH:19][C:14]=1[O:13][C:12]1[CH:11]=[CH:10][C:9]([O:8][CH2:1][C:2]2[CH:7]=[CH:6][CH:5]=[CH:4][CH:3]=2)=[CH:34][CH:33]=1, predict the reactants needed to synthesize it. The reactants are: [CH2:1]([O:8][C:9]1[CH:34]=[CH:33][C:12]([O:13][C:14]2[CH:19]=[CH:18][C:17]([NH:20][C:21](=[O:29])[C:22]3[CH:27]=[CH:26][C:25]([Br:28])=[CH:24][CH:23]=3)=[CH:16][C:15]=2[N+:30]([O-])=O)=[CH:11][CH:10]=1)[C:2]1[CH:7]=[CH:6][CH:5]=[CH:4][CH:3]=1.[Cl-].[NH4+].CO.C1COCC1. (5) Given the product [CH3:12][S:13]([C:16]1[CH:17]=[CH:18][C:19]([CH:22]([CH2:26][CH:27]2[CH2:32][CH2:31][O:30][CH2:29][CH2:28]2)[C:23]([NH:1][C:2]2[S:3][C:4]([C:7]([O:9][CH2:10][CH3:11])=[O:8])=[CH:5][N:6]=2)=[O:24])=[CH:20][CH:21]=1)(=[O:15])=[O:14], predict the reactants needed to synthesize it. The reactants are: [NH2:1][C:2]1[S:3][C:4]([C:7]([O:9][CH2:10][CH3:11])=[O:8])=[CH:5][N:6]=1.[CH3:12][S:13]([C:16]1[CH:21]=[CH:20][C:19]([CH:22]([CH2:26][CH:27]2[CH2:32][CH2:31][O:30][CH2:29][CH2:28]2)[C:23](O)=[O:24])=[CH:18][CH:17]=1)(=[O:15])=[O:14]. (6) Given the product [CH2:9]([C:6]1[CH:7]=[C:2]([Br:1])[CH:3]=[CH:4][C:5]=1[O:20][C:17]1[CH:6]=[CH:7][C:2]([Br:1])=[CH:3][C:4]=1[CH2:9][C:10]1[CH:15]=[CH:14][CH:13]=[CH:12][CH:11]=1)[C:10]1[CH:15]=[CH:14][CH:13]=[CH:12][CH:11]=1, predict the reactants needed to synthesize it. The reactants are: [Br:1][C:2]1[CH:7]=[CH:6][C:5](O)=[CH:4][CH:3]=1.[CH2:9](Br)[C:10]1[CH:15]=[CH:14][CH:13]=[CH:12][CH:11]=1.[C:17](=[O:20])([O-])[O-].[Cs+].[Cs+].